From a dataset of Forward reaction prediction with 1.9M reactions from USPTO patents (1976-2016). Predict the product of the given reaction. (1) Given the reactants O1CCCC1.[CH3:6][C:7]1[N:8]=[CH:9][S:10][CH:11]=1.CC([Li])CC.[CH2:17]([N:24]1[CH2:29][CH2:28][C:27]([NH:32][C:33]2[CH:38]=[CH:37][CH:36]=[C:35]([Cl:39])[CH:34]=2)(C#N)[CH2:26][CH2:25]1)[C:18]1[CH:23]=[CH:22][CH:21]=[CH:20][CH:19]=1, predict the reaction product. The product is: [CH2:17]([N:24]1[CH2:29][CH2:28][C:27]([NH:32][C:33]2[CH:38]=[CH:37][CH:36]=[C:35]([Cl:39])[CH:34]=2)([C:9]2[S:10][CH:11]=[C:7]([CH3:6])[N:8]=2)[CH2:26][CH2:25]1)[C:18]1[CH:19]=[CH:20][CH:21]=[CH:22][CH:23]=1. (2) Given the reactants [NH:1]1[CH2:7][CH2:6][CH2:5][CH:4]([N:8]2[CH2:12][CH2:11][C@@H:10]([NH:13][C:14](=[O:29])[CH2:15][NH:16][C:17](=[O:28])[C:18]3[CH:23]=[CH:22][CH:21]=[C:20]([C:24]([F:27])([F:26])[F:25])[CH:19]=3)[CH2:9]2)[CH2:3][CH2:2]1.C([O-])([O-])=O.[K+].[K+].F[C:37]1[CH:52]=[CH:51][C:40]([C:41]([O:43][CH2:44][C:45]2[CH:50]=[CH:49][CH:48]=[CH:47][CH:46]=2)=[O:42])=[CH:39][CH:38]=1.C([O-])(O)=O.[Na+], predict the reaction product. The product is: [F:26][C:24]([F:27])([F:25])[C:20]1[CH:19]=[C:18]([CH:23]=[CH:22][CH:21]=1)[C:17]([NH:16][CH2:15][C:14]([NH:13][C@@H:10]1[CH2:11][CH2:12][N:8]([CH:4]2[CH2:5][CH2:6][CH2:7][N:1]([C:37]3[CH:52]=[CH:51][C:40]([C:41]([O:43][CH2:44][C:45]4[CH:50]=[CH:49][CH:48]=[CH:47][CH:46]=4)=[O:42])=[CH:39][CH:38]=3)[CH2:2][CH2:3]2)[CH2:9]1)=[O:29])=[O:28]. (3) Given the reactants Br[C:2]1[C:3]([Cl:18])=[C:4]([NH:10][C:11](=[O:17])[O:12][C:13]([CH3:16])([CH3:15])[CH3:14])[CH:5]=[C:6]([C:8]#[N:9])[CH:7]=1.[O:19]1[CH2:22][CH:21]([N:23]2[CH2:28][CH2:27][NH:26][CH2:25][CH:24]2[C:29]([O:31][CH3:32])=[O:30])[CH2:20]1.CN1CCNCC1C(OC)=O.C1C=CC(P(C2C(C3C(P(C4C=CC=CC=4)C4C=CC=CC=4)=CC=C4C=3C=CC=C4)=C3C(C=CC=C3)=CC=2)C2C=CC=CC=2)=CC=1.C([O-])([O-])=O.[Cs+].[Cs+], predict the reaction product. The product is: [C:13]([O:12][C:11]([NH:10][C:4]1[C:3]([Cl:18])=[C:2]([N:26]2[CH2:27][CH2:28][N:23]([CH:21]3[CH2:22][O:19][CH2:20]3)[CH:24]([C:29]([O:31][CH3:32])=[O:30])[CH2:25]2)[CH:7]=[C:6]([C:8]#[N:9])[CH:5]=1)=[O:17])([CH3:16])([CH3:15])[CH3:14]. (4) Given the reactants [CH3:1][O:2][C:3]1[CH:11]=[CH:10][CH:9]=[C:8]2[C:4]=1[CH2:5][CH2:6][CH:7]2[C:12]([OH:14])=O.[CH2:15]([N:17]1[CH:21]=[C:20]([CH2:22][NH:23][C:24]2[CH:29]=[CH:28][C:27]([CH:30]([CH3:32])[CH3:31])=[CH:26][CH:25]=2)[CH:19]=[N:18]1)[CH3:16], predict the reaction product. The product is: [CH2:15]([N:17]1[CH:21]=[C:20]([CH2:22][N:23]([C:24]2[CH:25]=[CH:26][C:27]([CH:30]([CH3:31])[CH3:32])=[CH:28][CH:29]=2)[C:12]([CH:7]2[C:8]3[C:4](=[C:3]([O:2][CH3:1])[CH:11]=[CH:10][CH:9]=3)[CH2:5][CH2:6]2)=[O:14])[CH:19]=[N:18]1)[CH3:16]. (5) Given the reactants [O:1]1[C:5]2[CH:6]=[CH:7][CH:8]=[CH:9][C:4]=2[N:3]=[C:2]1[NH2:10].C1C(=O)N(OC(ON2C(=O)CCC2=O)=O)[C:13](=[O:14])C1.Cl.[Cl:30][C:31]1[CH:50]=[CH:49][C:34]([O:35][C:36]2[CH:37]=[C:38]([CH:46]=[CH:47][CH:48]=2)[CH2:39][N:40]2[CH2:45][CH2:44][NH:43][CH2:42][CH2:41]2)=[CH:33][CH:32]=1.C(N(C(C)C)CC)(C)C, predict the reaction product. The product is: [O:1]1[C:5]2[CH:6]=[CH:7][CH:8]=[CH:9][C:4]=2[N:3]=[C:2]1[NH:10][C:13]([N:43]1[CH2:44][CH2:45][N:40]([CH2:39][C:38]2[CH:46]=[CH:47][CH:48]=[C:36]([O:35][C:34]3[CH:49]=[CH:50][C:31]([Cl:30])=[CH:32][CH:33]=3)[CH:37]=2)[CH2:41][CH2:42]1)=[O:14].